From a dataset of Forward reaction prediction with 1.9M reactions from USPTO patents (1976-2016). Predict the product of the given reaction. (1) Given the reactants C([O:4][C@H:5]1[CH2:10][CH2:9][C@@:8]([C@H:12]2[CH2:20][CH2:19][C@@:18]3([CH3:21])[C@@H:14]([CH2:15][CH2:16][C:17]3=[CH2:22])[C@@H:13]2[CH2:23][NH2:24])([CH3:11])[C@@H:7]([CH2:25][OH:26])[CH2:6]1)(=O)C.[CH:27]1([C:30](Cl)=[O:31])[CH2:29][CH2:28]1.[OH-].[Na+], predict the reaction product. The product is: [OH:4][C@H:5]1[CH2:10][CH2:9][C@@:8]([C@H:12]2[CH2:20][CH2:19][C@@:18]3([CH3:21])[C@@H:14]([CH2:15][CH2:16][C:17]3=[CH2:22])[C@@H:13]2[CH2:23][NH:24][C:30]([CH:27]2[CH2:29][CH2:28]2)=[O:31])([CH3:11])[C@@H:7]([CH2:25][OH:26])[CH2:6]1. (2) Given the reactants [C:1](OC(=O)C)(=[O:3])C.C1COCC1.C(O)=O.[CH3:16][O:17][C:18]([C:20]1[CH:21]=[C:22]([C:27]2[CH:32]=[CH:31][C:30]([CH3:33])=[CH:29][CH:28]=2)[CH:23]=[C:24]([NH2:26])[CH:25]=1)=[O:19], predict the reaction product. The product is: [CH3:16][O:17][C:18]([C:20]1[CH:21]=[C:22]([C:27]2[CH:32]=[CH:31][C:30]([CH3:33])=[CH:29][CH:28]=2)[CH:23]=[C:24]([NH:26][CH:1]=[O:3])[CH:25]=1)=[O:19].